Dataset: Full USPTO retrosynthesis dataset with 1.9M reactions from patents (1976-2016). Task: Predict the reactants needed to synthesize the given product. (1) The reactants are: [N+:1]([C:4]1[CH:5]=[C:6]2[C:10](=[CH:11][CH:12]=1)[C:9](=[O:13])[NH:8][CH2:7]2)([O-])=O. Given the product [NH2:1][C:4]1[CH:5]=[C:6]2[C:10](=[CH:11][CH:12]=1)[C:9](=[O:13])[NH:8][CH2:7]2, predict the reactants needed to synthesize it. (2) The reactants are: [Br:1][C:2]1[N:7]=[CH:6][C:5]([NH2:8])=[C:4]([NH:9][CH:10]([CH3:12])[CH3:11])[CH:3]=1.CN=C=S.F[P-](F)(F)(F)(F)F.[N:24]1(O[P+](N(C)C)(N(C)C)N(C)C)[C:28]2C=CC=C[C:27]=2N=N1.N12CCCN=C1CCCCC2. Given the product [Br:1][C:2]1[N:7]=[CH:6][C:5]2[N:8]=[C:27]([CH2:28][NH2:24])[N:9]([CH:10]([CH3:12])[CH3:11])[C:4]=2[CH:3]=1, predict the reactants needed to synthesize it. (3) Given the product [F:1][C:2]1[CH:3]=[C:4]([CH:8]=[CH:9][CH:10]=1)[CH2:5][CH2:6][O:7][C:47]1[CH:48]=[CH:49][C:44]([C:42]#[N:43])=[CH:45][CH:46]=1, predict the reactants needed to synthesize it. The reactants are: [F:1][C:2]1[CH:3]=[C:4]([CH:8]=[CH:9][CH:10]=1)[CH2:5][CH2:6][OH:7].CCOC(/N=N/C(OCC)=O)=O.C1(P(C2C=CC=CC=2)C2C=CC=CC=2)C=CC=CC=1.[C:42]([C:44]1[CH:49]=[CH:48][C:47](O)=[CH:46][CH:45]=1)#[N:43].[NH4+].[Cl-]. (4) Given the product [O:11]=[C:6]1[CH2:7][CH2:8][C:9](=[O:10])[N:5]1[O:4][C:15](=[N:16][CH3:1])[C:14]1[CH:18]=[CH:19][CH:20]=[CH:21][CH:13]=1, predict the reactants needed to synthesize it. The reactants are: [CH3:1][O-].[Na+].[OH:4][N:5]1[C:9](=[O:10])[CH2:8][CH2:7][C:6]1=[O:11].C[C:13]1[CH:21]=[CH:20][CH:19]=[CH:18][C:14]=1[C:15](Cl)=[NH:16].O. (5) Given the product [CH3:6][CH:5]([CH3:11])[CH2:4][O:12][C:2]1[N:3]=[C:4]([OH:12])[C:5]2[CH:11]=[CH:10][N:9]=[CH:8][C:6]=2[N:7]=1, predict the reactants needed to synthesize it. The reactants are: Cl[C:2]1[N:3]=[C:4]([OH:12])[C:5]2[CH:11]=[CH:10][N:9]=[CH:8][C:6]=2[N:7]=1. (6) The reactants are: [N:1]1([CH2:7][CH2:8][O:9][C:10]2[C:19]3[C:14](=[CH:15][CH:16]=[CH:17][CH:18]=3)[C:13]([NH2:20])=[CH:12][CH:11]=2)[CH2:6][CH2:5][O:4][CH2:3][CH2:2]1.[F:21][C:22]1[CH:23]=[C:24]([CH:28]=[C:29]([N:31]2[CH2:37][CH2:36][CH2:35][CH2:34][CH2:33][CH2:32]2)[CH:30]=1)[C:25](O)=[O:26]. Given the product [N:31]1([C:29]2[CH:28]=[C:24]([CH:23]=[C:22]([F:21])[CH:30]=2)[C:25]([NH:20][C:13]2[C:14]3[C:19](=[CH:18][CH:17]=[CH:16][CH:15]=3)[C:10]([O:9][CH2:8][CH2:7][N:1]3[CH2:6][CH2:5][O:4][CH2:3][CH2:2]3)=[CH:11][CH:12]=2)=[O:26])[CH2:37][CH2:36][CH2:35][CH2:34][CH2:33][CH2:32]1, predict the reactants needed to synthesize it. (7) Given the product [CH3:7][CH2:8][C:9]([NH:11][C@@H:12]([C:20]([N:22]1[C:26](=[O:27])[CH:25]=[C:24]([O:28][CH3:29])[C@@H:23]1[CH2:30][C@@H:31]([CH:33]([Cl:35])[Cl:34])[CH3:32])=[O:21])[CH2:13][C@@H:14]([CH:16]([Cl:17])[Cl:18])[CH3:15])=[O:10].[CH3:7][CH2:8][C:9]([NH:11][C@@H:12]([C:20]([N:22]1[C:26](=[O:27])[CH:25]=[C:24]([O:28][CH3:29])[C@@H:23]1[CH2:30][C@@H:31]([CH2:33][Cl:34])[CH3:32])=[O:21])[CH2:13][C@@H:14]([C:16]([Cl:17])([Cl:18])[Cl:19])[CH3:15])=[O:10], predict the reactants needed to synthesize it. The reactants are: CCOC(C)=O.[CH3:7][CH2:8][C:9]([NH:11][C@@H:12]([C:20]([N:22]1[C:26](=[O:27])[CH:25]=[C:24]([O:28][CH3:29])[C@@H:23]1[CH2:30][C@@H:31]([C:33](Cl)([Cl:35])[Cl:34])[CH3:32])=[O:21])[CH2:13][C@@H:14]([C:16]([Cl:19])([Cl:18])[Cl:17])[CH3:15])=[O:10].C[C@H](C(Cl)Cl)C[C@@H]1N(C)C(=O)[C@H](C[C@@H](C(Cl)(Cl)Cl)C)N(C)C1=O.